From a dataset of Reaction yield outcomes from USPTO patents with 853,638 reactions. Predict the reaction yield, written as a fraction of the theoretical maximum amount of product (1.0 means a 100% yield; for example, 0.34 means a 34% yield). (1) The reactants are [F:1][C:2]1[CH:7]=[CH:6][C:5]([C:8]2[C:13]([C:14]([O:16][CH3:17])=[O:15])=[C:12]([CH:18]([CH3:20])[CH3:19])[N:11]=[C:10](O)[N:9]=2)=[CH:4][CH:3]=1.S(Cl)([Cl:24])=O.C1(C)C=CC=CC=1.C(=O)([O-])O.[Na+]. The catalyst is CN(C)C=O. The product is [Cl:24][C:10]1[N:9]=[C:8]([C:5]2[CH:6]=[CH:7][C:2]([F:1])=[CH:3][CH:4]=2)[C:13]([C:14]([O:16][CH3:17])=[O:15])=[C:12]([CH:18]([CH3:20])[CH3:19])[N:11]=1. The yield is 0.760. (2) The reactants are [NH2:1][C:2]1[CH:7]=[CH:6][CH:5]=[CH:4][CH:3]=1.[CH3:8][C:9](=O)[CH2:10][CH2:11][C:12](=O)[CH3:13].CC(O)=O. The catalyst is Cl. The product is [CH3:13][C:12]1[N:1]([C:2]2[CH:7]=[CH:6][CH:5]=[CH:4][CH:3]=2)[C:9]([CH3:8])=[CH:10][CH:11]=1. The yield is 0.750. (3) The reactants are [NH:1]1[C:9]2[C:4](=[CH:5][CH:6]=[CH:7][CH:8]=2)[CH:3]=[C:2]1[C:10]([OH:12])=[O:11].[CH3:13]O. The catalyst is OS(O)(=O)=O. The product is [CH3:13][O:11][C:10]([C:2]1[NH:1][C:9]2[C:4]([CH:3]=1)=[CH:5][CH:6]=[CH:7][CH:8]=2)=[O:12]. The yield is 0.910. (4) The reactants are [O:1]=[C:2]1[NH:11][C:10]2[N:9]=[CH:8][C:7]([CH:12]=[CH:13][C:14]([OH:16])=O)=[CH:6][C:5]=2[CH2:4][CH2:3]1.[Cl:17][C:18]1[C:22]2[CH:23]=[CH:24][CH:25]=[CH:26][C:21]=2[O:20][C:19]=1[CH2:27][NH:28][CH3:29]. No catalyst specified. The product is [Cl:17][C:18]1[C:22]2[CH:23]=[CH:24][CH:25]=[CH:26][C:21]=2[O:20][C:19]=1[CH2:27][N:28]([CH3:29])[C:14](=[O:16])/[CH:13]=[CH:12]/[C:7]1[CH:8]=[N:9][C:10]2[NH:11][C:2](=[O:1])[CH2:3][CH2:4][C:5]=2[CH:6]=1. The yield is 0.560. (5) The reactants are [C:1]([CH2:3][C:4]([NH:6][C:7]1[CH:12]=[CH:11][CH:10]=[C:9]([F:13])[CH:8]=1)=[O:5])#[N:2].CO/[CH:16]=[CH:17]/[C:18](=O)[CH3:19].N12CCN(CC1)CC2.C(OCC)(=O)C. The catalyst is COCCOCCO.O. The product is [F:13][C:9]1[CH:8]=[C:7]([N:6]2[C:18]([CH3:19])=[CH:17][CH:16]=[C:3]([C:1]#[N:2])[C:4]2=[O:5])[CH:12]=[CH:11][CH:10]=1. The yield is 0.310. (6) The reactants are [CH3:1][C:2]1[CH:6]=[C:5]([CH3:7])[NH:4][C:3]=1/[CH:8]=[C:9]1\[C:10](=[O:25])[N:11]([C:18](N2C=CN=C2)=[O:19])[C:12]2[C:17]\1=[CH:16][CH:15]=[CH:14][CH:13]=2.[CH2:26]([OH:32])[C@H:27]([OH:31])[C:28]([OH:30])=[O:29].C(O)(C(F)(F)F)=O. The catalyst is C1COCC1. The product is [C:28]([CH:27]([OH:31])[CH2:26][O:32][C:18]([N:11]1[C:12]2[C:17](=[CH:16][CH:15]=[CH:14][CH:13]=2)/[C:9](=[CH:8]/[C:3]2[NH:4][C:5]([CH3:7])=[CH:6][C:2]=2[CH3:1])/[C:10]1=[O:25])=[O:19])([OH:30])=[O:29]. The yield is 0.0800. (7) The reactants are C([O:3][C:4](=[O:39])[CH2:5][CH2:6][CH2:7][O:8][C:9]1[CH:14]=[CH:13][CH:12]=[C:11]([CH2:15][CH2:16][CH2:17][CH2:18][CH2:19][CH2:20][O:21][C:22]2[CH:27]=[C:26]([CH2:28][O:29][CH3:30])[CH:25]=[C:24]([Br:31])[CH:23]=2)[C:10]=1[CH2:32][CH2:33][C:34]([O:36]CC)=[O:35])C.[OH-].[Na+]. The catalyst is C(O)C.CCOC(C)=O. The product is [Br:31][C:24]1[CH:23]=[C:22]([CH:27]=[C:26]([CH2:28][O:29][CH3:30])[CH:25]=1)[O:21][CH2:20][CH2:19][CH2:18][CH2:17][CH2:16][CH2:15][C:11]1[C:10]([CH2:32][CH2:33][C:34]([OH:36])=[O:35])=[C:9]([CH:14]=[CH:13][CH:12]=1)[O:8][CH2:7][CH2:6][CH2:5][C:4]([OH:39])=[O:3]. The yield is 0.890.